Dataset: Peptide-MHC class I binding affinity with 185,985 pairs from IEDB/IMGT. Task: Regression. Given a peptide amino acid sequence and an MHC pseudo amino acid sequence, predict their binding affinity value. This is MHC class I binding data. (1) The peptide sequence is RIGGVLIFR. The MHC is HLA-A02:03 with pseudo-sequence HLA-A02:03. The binding affinity (normalized) is 0.0847. (2) The peptide sequence is TEIEPKLDG. The MHC is HLA-B44:02 with pseudo-sequence HLA-B44:02. The binding affinity (normalized) is 0.0951. (3) The peptide sequence is RVITAPPYY. The MHC is HLA-B18:01 with pseudo-sequence HLA-B18:01. The binding affinity (normalized) is 0.0847. (4) The peptide sequence is TSTTASAKVDM. The MHC is Mamu-A01 with pseudo-sequence Mamu-A01. The binding affinity (normalized) is 0. (5) The peptide sequence is FLIVSLCPT. The MHC is HLA-A33:01 with pseudo-sequence HLA-A33:01. The binding affinity (normalized) is 0.188. (6) The peptide sequence is TLMSIISTFH. The MHC is HLA-A68:01 with pseudo-sequence HLA-A68:01. The binding affinity (normalized) is 0.262.